From a dataset of Reaction yield outcomes from USPTO patents with 853,638 reactions. Predict the reaction yield, written as a fraction of the theoretical maximum amount of product (1.0 means a 100% yield; for example, 0.34 means a 34% yield). The reactants are [B-](F)(F)(F)F.[CH3:6][N:7](C(ON1C(=O)CCC1=O)=[N+](C)C)[CH3:8].[OH:21][CH:22]([C:24]1[CH:25]=[C:26]([C:42]([OH:44])=O)[CH:27]=[C:28]2[C:33]=1[O:32][C:31]([N:34]1[CH2:39][CH2:38][O:37][C@H:36]([CH3:40])[CH2:35]1)=[CH:30][C:29]2=[O:41])[CH3:23].C(N(C(C)C)C(C)C)C.CNC. The catalyst is C(Cl)Cl. The product is [OH:21][CH:22]([C:24]1[CH:25]=[C:26]([C:42]([N:7]([CH3:8])[CH3:6])=[O:44])[CH:27]=[C:28]2[C:33]=1[O:32][C:31]([N:34]1[CH2:39][CH2:38][O:37][C@H:36]([CH3:40])[CH2:35]1)=[CH:30][C:29]2=[O:41])[CH3:23]. The yield is 0.840.